Dataset: Full USPTO retrosynthesis dataset with 1.9M reactions from patents (1976-2016). Task: Predict the reactants needed to synthesize the given product. (1) The reactants are: [NH:1]1[C:5]2=[N:6][CH:7]=[C:8]([NH2:10])[CH:9]=[C:4]2[CH:3]=[CH:2]1.C(N(CC)CC)C.[C:18](Cl)(=[O:25])[C:19]1[CH:24]=[CH:23][CH:22]=[N:21][CH:20]=1. Given the product [NH:1]1[C:5]2=[N:6][CH:7]=[C:8]([NH:10][C:18](=[O:25])[C:19]3[CH:24]=[CH:23][CH:22]=[N:21][CH:20]=3)[CH:9]=[C:4]2[CH:3]=[CH:2]1, predict the reactants needed to synthesize it. (2) The reactants are: C(OC([N:8]1[CH2:13][CH2:12][C:11](=O)[CH2:10][CH2:9]1)=O)(C)(C)C.COC1C=CC(C[NH2:22])=CC=1.[Cl:25][C:26]1[C:27](I)=[C:28]([CH:32]=[C:33]([Cl:35])[CH:34]=1)[C:29](Cl)=[O:30].CCN(CC)CC.Cl. Given the product [Cl:25][C:26]1[CH:27]=[C:28]2[C:32](=[C:33]([Cl:35])[CH:34]=1)[C:11]1([CH2:10][CH2:9][NH:8][CH2:13][CH2:12]1)[NH:22][C:29]2=[O:30], predict the reactants needed to synthesize it. (3) Given the product [CH3:1][C:2]1[CH:7]=[C:6]([CH3:8])[CH:5]=[CH:4][C:3]=1[C:14]1[CH2:15][CH2:16][CH2:17][CH:12]=1, predict the reactants needed to synthesize it. The reactants are: [CH3:1][C:2]1[CH:7]=[C:6]([CH3:8])[CH:5]=[CH:4][C:3]=1[Mg]Br.C[C:12]1[CH:17]=[C:16](C)[CH:15]=[CH:14]C=1Br.[Mg].C1(=O)CCCC1.OS(O)(=O)=O. (4) Given the product [CH3:23][C:8]1[C:7]([CH3:24])([CH3:25])[C:6]2[C:10](=[C:11]3[CH:15]=[CH:14][S:13][C:12]3=[C:4]([C:1]([OH:3])=[O:2])[CH:5]=2)[N:9]=1, predict the reactants needed to synthesize it. The reactants are: [C:1]([C:4]1[CH:5]=[C:6]2[C:10](=[C:11]3[CH:15]=[CH:14][S:13][C:12]=13)[N+:9](CCCS([O-])(=O)=O)=[C:8]([CH3:23])[C:7]2([CH3:25])[CH3:24])([OH:3])=[O:2].C1CS(=O)(=O)OC1.[OH-].[Na+]. (5) Given the product [N:15]12[CH2:22][CH2:21][CH:18]([CH2:19][CH2:20]1)[CH:17]([O:1][C:2]1[CH:14]=[CH:13][C:12]3[C:11]4[C:6](=[CH:7][CH:8]=[CH:9][CH:10]=4)[NH:5][C:4]=3[CH:3]=1)[CH2:16]2, predict the reactants needed to synthesize it. The reactants are: [OH:1][C:2]1[CH:14]=[CH:13][C:12]2[C:11]3[C:6](=[CH:7][CH:8]=[CH:9][CH:10]=3)[NH:5][C:4]=2[CH:3]=1.[N:15]12[CH2:22][CH2:21][CH:18]([CH2:19][CH2:20]1)[CH:17](O)[CH2:16]2.C1(P(C2C=CC=CC=2)C2C=CC=CC=2)C=CC=CC=1.CCOC(/N=N/C(OCC)=O)=O.